This data is from Catalyst prediction with 721,799 reactions and 888 catalyst types from USPTO. The task is: Predict which catalyst facilitates the given reaction. Reactant: [Cl:1][CH2:2][C:3]([NH:5][C:6]1[CH:15]=[CH:14][CH:13]=[C:12]2[C:7]=1[C:8](=[O:25])[N:9](C1CCC(=O)NC1=O)[C:10]([CH3:16])=[N:11]2)=[O:4].[CH3:26][NH:27][CH3:28].[CH2:29]1[CH2:33][O:32][CH2:31][CH2:30]1.C(=O)([O-])O.[Na+].Cl.CCOCC.C[N:46]([CH:48]=[O:49])C. Product: [ClH:1].[CH3:26][N:27]([CH3:28])[CH2:2][C:3]([NH:5][C:6]1[CH:15]=[CH:14][CH:13]=[C:12]2[C:7]=1[C:8](=[O:25])[N:9]([N:46]1[C:31](=[O:32])[CH2:30][CH2:29][CH2:33][C:48]1=[O:49])[C:10]([CH3:16])=[N:11]2)=[O:4]. The catalyst class is: 34.